This data is from Full USPTO retrosynthesis dataset with 1.9M reactions from patents (1976-2016). The task is: Predict the reactants needed to synthesize the given product. (1) Given the product [CH2:1]([N:3]1[C:12]2[C:7](=[CH:8][C:9]([O:24][CH2:25][C:26]3[CH:27]=[CH:28][C:29]([O:32][CH3:33])=[CH:30][CH:31]=3)=[C:10]([O:14][CH2:15][C:16]3[CH:17]=[CH:18][C:19]([O:22][CH3:23])=[CH:20][CH:21]=3)[C:11]=2[F:13])[C:6](=[O:34])[C:5]([C:35]([OH:37])=[O:36])=[CH:4]1)[CH3:2], predict the reactants needed to synthesize it. The reactants are: [CH2:1]([N:3]1[C:12]2[C:7](=[CH:8][C:9]([O:24][CH2:25][C:26]3[CH:31]=[CH:30][C:29]([O:32][CH3:33])=[CH:28][CH:27]=3)=[C:10]([O:14][CH2:15][C:16]3[CH:21]=[CH:20][C:19]([O:22][CH3:23])=[CH:18][CH:17]=3)[C:11]=2[F:13])[C:6](=[O:34])[C:5]([C:35]([O:37]CC)=[O:36])=[CH:4]1)[CH3:2].[OH-].[K+]. (2) Given the product [Cl:1][C:2]1[C:3]([F:12])=[CH:4][C:5]([N+:9]([O-:11])=[O:10])=[C:6]([N:20]2[CH2:19][CH2:18][N:17]([CH2:16][CH2:15][C:14]([F:23])([F:24])[F:13])[CH2:22][CH2:21]2)[CH:7]=1, predict the reactants needed to synthesize it. The reactants are: [Cl:1][C:2]1[CH:7]=[C:6](F)[C:5]([N+:9]([O-:11])=[O:10])=[CH:4][C:3]=1[F:12].[F:13][C:14]([F:24])([F:23])[CH2:15][CH2:16][N:17]1[CH2:22][CH2:21][NH:20][CH2:19][CH2:18]1. (3) Given the product [Cl:1][C:2]1[C:11]2[C:6](=[CH:7][C:8]([O:14][CH2:15][CH2:16][CH2:17][N:18]3[CH2:22][CH2:21][N:27]([CH3:26])[CH2:20][CH2:19]3)=[C:9]([C:12]#[N:13])[CH:10]=2)[N:5]=[CH:4][CH:3]=1, predict the reactants needed to synthesize it. The reactants are: [Cl:1][C:2]1[C:11]2[C:6](=[CH:7][C:8]([O:14][CH2:15][CH2:16][CH2:17][N:18]3[CH2:22][CH2:21][CH2:20][CH2:19]3)=[C:9]([C:12]#[N:13])[CH:10]=2)[N:5]=[CH:4][CH:3]=1.ClC1C2C(=CC(O)=C(C#N)C=2)[N:27]=[CH:26]C=1.OCCCN1CCN(C)CC1. (4) Given the product [C:1]([C:3]1[CH:8]=[CH:7][C:6]([C:9]2[CH:10]=[N:11][N:12]([C:15]3[CH:23]=[CH:22][C:18]([C:19]([NH:38][CH2:37][CH:36]4[CH2:35][CH2:34][CH2:33]4)=[O:20])=[CH:17][N:16]=3)[C:13]=2[OH:14])=[CH:5][CH:4]=1)#[N:2], predict the reactants needed to synthesize it. The reactants are: [C:1]([C:3]1[CH:8]=[CH:7][C:6]([C:9]2[CH:10]=[N:11][N:12]([C:15]3[CH:23]=[CH:22][C:18]([C:19](O)=[O:20])=[CH:17][N:16]=3)[C:13]=2[OH:14])=[CH:5][CH:4]=1)#[N:2].CN(C(ON1N=N[C:34]2[CH:35]=[CH:36][CH:37]=[N:38][C:33]1=2)=[N+](C)C)C.F[P-](F)(F)(F)(F)F.C(N(CC)CC)C.C1(CN)CCC1. (5) Given the product [C:5]1([CH:3]2[O:4][C:12](=[O:11])[NH:1][CH2:2]2)[CH:10]=[CH:9][CH:8]=[CH:7][CH:6]=1, predict the reactants needed to synthesize it. The reactants are: [NH2:1][CH2:2][CH:3]([C:5]1[CH:10]=[CH:9][CH:8]=[CH:7][CH:6]=1)[OH:4].[O:11]1CCC[CH2:12]1. (6) Given the product [CH2:1]([O:8][C@H:9]([C@@H:15]([CH2:16][OH:17])[OH:14])[C@H:10]([O:18][C:19](=[O:25])[CH2:20][CH2:21][CH2:22][CH2:23][CH3:24])[CH2:11][CH:12]=[O:13])[C:2]1[CH:3]=[CH:4][CH:5]=[CH:6][CH:7]=1, predict the reactants needed to synthesize it. The reactants are: [CH2:1]([O:8][C@@H:9]1[C@@H:15]([CH2:16][OH:17])[O:14][CH:12]([OH:13])[CH2:11][C@H:10]1[O:18][C:19](=[O:25])[CH2:20][CH2:21][CH2:22][CH2:23][CH3:24])[C:2]1[CH:7]=[CH:6][CH:5]=[CH:4][CH:3]=1.O.Br.C([O-])([O-])=O.[Na+].[Na+].